From a dataset of Reaction yield outcomes from USPTO patents with 853,638 reactions. Predict the reaction yield, written as a fraction of the theoretical maximum amount of product (1.0 means a 100% yield; for example, 0.34 means a 34% yield). (1) The reactants are [CH2:1]([Si:3]([CH2:19][CH3:20])([CH2:17][CH3:18])[O:4][C:5](/[C:7](=[CH:15]/[CH3:16])/[CH2:8][CH2:9][C:10]([O:12][CH2:13][CH3:14])=[O:11])=[CH2:6])[CH3:2].CC(C)(C)/C(/O)=C/C(C(C(C(F)(F)F)(F)F)(F)F)=O.CC(C)(C)/C(/O)=C/C(C(C(C(F)(F)F)(F)F)(F)F)=O.CC(C)(C)/C(/O)=C/C(C(C(C(F)(F)F)(F)F)(F)F)=O.[Eu].[N+:79]([C:82]1[CH:89]=[N:88][CH:87]=[CH:86][C:83]=1[CH:84]=[O:85])([O-:81])=[O:80]. The catalyst is C(Cl)(Cl)Cl. The product is [CH3:16][C@@H:15]1[C:7]([CH2:8][CH2:9][C:10]([O:12][CH2:13][CH3:14])=[O:11])=[C:5]([O:4][Si:3]([CH2:1][CH3:2])([CH2:17][CH3:18])[CH2:19][CH3:20])[CH2:6][C@H:84]([C:83]2[CH:86]=[CH:87][N:88]=[CH:89][C:82]=2[N+:79]([O-:81])=[O:80])[O:85]1. The yield is 0.330. (2) The reactants are CS([C:4]1[N:9]=[CH:8][C:7]2=[CH:10][CH:11]=[C:12]([C:13]3[CH:18]=[CH:17][CH:16]=[CH:15][C:14]=3[O:19][CH3:20])[N:6]2[N:5]=1)=O.[NH2:21][C:22]1[CH:23]=[C:24]2[C:35](=[CH:36][C:37]=1[O:38][CH3:39])[O:34][C:27]1([CH2:32][CH2:31][N:30]([CH3:33])[CH2:29][CH2:28]1)[CH:26]=[CH:25]2.C(N(CC)C(C)C)(C)C.COCC(O)C. No catalyst specified. The product is [CH3:39][O:38][C:37]1[CH:36]=[C:35]2[C:24]([CH:25]=[CH:26][C:27]3([O:34]2)[CH2:28][CH2:29][N:30]([CH3:33])[CH2:31][CH2:32]3)=[CH:23][C:22]=1[NH:21][C:4]1[N:9]=[CH:8][C:7]2=[CH:10][CH:11]=[C:12]([C:13]3[CH:18]=[CH:17][CH:16]=[CH:15][C:14]=3[O:19][CH3:20])[N:6]2[N:5]=1. The yield is 0.0780. (3) The reactants are [CH:1]1([CH2:4][O:5][C:6]2[N:11]=[C:10]([C:12]([OH:14])=O)[CH:9]=[CH:8][C:7]=2[N:15]2[CH2:18][C:17]([F:20])([F:19])[CH2:16]2)[CH2:3][CH2:2]1.Cl.[CH2:22]1[C:24]2([CH2:28][CH:27]([C:29]([NH2:31])=[O:30])[NH:26][CH2:25]2)[CH2:23]1. No catalyst specified. The product is [CH:1]1([CH2:4][O:5][C:6]2[N:11]=[C:10]([C:12]([N:26]3[CH:27]([C:29]([NH2:31])=[O:30])[CH2:28][C:24]4([CH2:22][CH2:23]4)[CH2:25]3)=[O:14])[CH:9]=[CH:8][C:7]=2[N:15]2[CH2:18][C:17]([F:20])([F:19])[CH2:16]2)[CH2:2][CH2:3]1. The yield is 0.560. (4) The reactants are [CH2:1]([O:3][C:4]1[C:5]([F:21])=[C:6]([CH:19]=[O:20])[C:7]([C:10]2[C:11]([CH:17]=[O:18])=[C:12]([F:16])[CH:13]=[CH:14][CH:15]=2)=[CH:8][CH:9]=1)[CH3:2].C(N(CC)CC)C. The catalyst is [Br-].C([N+]1C(C)=C(CCO)SC=1)C.CN(C=O)C. The product is [CH2:1]([O:3][C:4]1[CH:9]=[CH:8][C:7]2[C:10]3[C:11](=[C:12]([F:16])[CH:13]=[CH:14][CH:15]=3)[C:17](=[O:18])[C:19](=[O:20])[C:6]=2[C:5]=1[F:21])[CH3:2]. The yield is 0.705. (5) The product is [CH:18]1[CH:17]=[CH:16][C:12]([C:13]([C:7]2[CH:6]=[CH:5][C:3]([OH:4])=[CH:2][C:8]=2[OH:9])=[O:14])=[CH:11][CH:19]=1. The yield is 0.780. The reactants are C[C:2]1[C:8]([OH:9])=[CH:7][CH:6]=[CH:5][C:3]=1[OH:4].C1(=O)O[C:13](=[O:14])[C:12]2=[CH:16][CH:17]=[CH:18][CH:19]=[C:11]12.[Cl-].[Al+3].[Cl-].[Cl-].Cl. The catalyst is [N+](C1C=CC=CC=1)([O-])=O.